This data is from Catalyst prediction with 721,799 reactions and 888 catalyst types from USPTO. The task is: Predict which catalyst facilitates the given reaction. (1) Reactant: C([O:4][C@@H:5]1[CH2:9][C:8](=O)[N:7]([C@@H:11]2[CH2:16][CH2:15][CH2:14][CH2:13][C@H:12]2[O:17][CH2:18][CH2:19][C:20]2[CH:25]=[CH:24][C:23]([O:26][CH3:27])=[C:22]([O:28][CH2:29][C:30]3[CH:35]=[CH:34][CH:33]=[CH:32][CH:31]=3)[CH:21]=2)[C:6]1=O)(=O)C.[ClH:37]. Product: [ClH:37].[CH2:29]([O:28][C:22]1[CH:21]=[C:20]([CH2:19][CH2:18][O:17][C@@H:12]2[CH2:13][CH2:14][CH2:15][CH2:16][C@H:11]2[N:7]2[CH2:8][CH2:9][C@@H:5]([OH:4])[CH2:6]2)[CH:25]=[CH:24][C:23]=1[O:26][CH3:27])[C:30]1[CH:31]=[CH:32][CH:33]=[CH:34][CH:35]=1. The catalyst class is: 1. (2) Reactant: [CH2:1]([O:3][C:4](=[O:27])[CH:5]([N:13]([CH3:26])[S:14]([C:17]1[CH:22]=[CH:21][C:20]([N+:23]([O-])=O)=[CH:19][CH:18]=1)(=[O:16])=[O:15])[CH2:6][C:7]1[CH:12]=[CH:11][CH:10]=[CH:9][CH:8]=1)[CH3:2].[H][H]. Product: [CH2:1]([O:3][C:4](=[O:27])[CH:5]([N:13]([S:14]([C:17]1[CH:18]=[CH:19][C:20]([NH2:23])=[CH:21][CH:22]=1)(=[O:15])=[O:16])[CH3:26])[CH2:6][C:7]1[CH:8]=[CH:9][CH:10]=[CH:11][CH:12]=1)[CH3:2]. The catalyst class is: 153. (3) Reactant: CN(C(ON1N=NC2C=CC=NC1=2)=[N+](C)C)C.F[P-](F)(F)(F)(F)F.[Cl:25][C:26]1[CH:27]=[C:28]([CH:40]=[CH:41][C:42]=1[F:43])[C:29]([NH:31][C:32]1[S:33][CH:34]=[C:35]([C:37]([OH:39])=O)[N:36]=1)=[O:30].C(N(C(C)C)CC)(C)C.[CH2:53]([N:60]1[CH2:65][CH2:64][CH:63]([NH2:66])[CH2:62][CH2:61]1)[C:54]1[CH:59]=[CH:58][CH:57]=[CH:56][CH:55]=1. Product: [CH2:53]([N:60]1[CH2:65][CH2:64][CH:63]([NH:66][C:37]([C:35]2[N:36]=[C:32]([NH:31][C:29](=[O:30])[C:28]3[CH:40]=[CH:41][C:42]([F:43])=[C:26]([Cl:25])[CH:27]=3)[S:33][CH:34]=2)=[O:39])[CH2:62][CH2:61]1)[C:54]1[CH:55]=[CH:56][CH:57]=[CH:58][CH:59]=1. The catalyst class is: 9. (4) Reactant: C(OC([N:6]1[CH2:12][CH2:11][CH2:10][N:9]([C:13]2[N:17]([CH2:18][C:19]3[O:20][C:21]([CH2:24][OH:25])=[CH:22][CH:23]=3)[C:16]3[CH:26]=[CH:27][CH:28]=[CH:29][C:15]=3[N:14]=2)[CH2:8][CH2:7]1)=O)C.[OH-].[Na+].C(OCC)(=O)C. Product: [OH:25][CH2:24][C:21]1[O:20][C:19]([CH2:18][N:17]2[C:16]3[CH:26]=[CH:27][CH:28]=[CH:29][C:15]=3[N:14]=[C:13]2[N:9]2[CH2:10][CH2:11][CH2:12][NH:6][CH2:7][CH2:8]2)=[CH:23][CH:22]=1. The catalyst class is: 32. (5) Reactant: [H-].[Na+].[Br:3][C:4]1[CH:9]=[CH:8][C:7]([CH2:10][C:11]#[N:12])=[CH:6][CH:5]=1.Br[CH2:14][C:15]([O:20][CH3:21])([O:18][CH3:19])[CH2:16]Br.O. Product: [Br:3][C:4]1[CH:9]=[CH:8][C:7]([C:10]2([C:11]#[N:12])[CH2:16][C:15]([O:20][CH3:21])([O:18][CH3:19])[CH2:14]2)=[CH:6][CH:5]=1. The catalyst class is: 3.